Dataset: Forward reaction prediction with 1.9M reactions from USPTO patents (1976-2016). Task: Predict the product of the given reaction. (1) The product is: [NH2:24][CH2:23][CH2:22][CH2:21][C@H:17]([NH:16][C:14]([C:12]1[S:13][C:9]([CH:8]([C:4]2[CH:5]=[CH:6][CH:7]=[C:2]([F:1])[CH:3]=2)[C:32]2[CH:37]=[CH:36][CH:35]=[C:34]([F:38])[CH:33]=2)=[CH:10][CH:11]=1)=[O:15])[C:18]([OH:20])=[O:19].[C:39]([OH:45])([C:41]([F:44])([F:43])[F:42])=[O:40]. Given the reactants [F:1][C:2]1[CH:3]=[C:4]([CH:8]([C:32]2[CH:37]=[CH:36][CH:35]=[C:34]([F:38])[CH:33]=2)[C:9]2[S:13][C:12]([C:14]([NH:16][C@@H:17]([CH2:21][CH2:22][CH2:23][NH:24]C(OC(C)(C)C)=O)[C:18]([OH:20])=[O:19])=[O:15])=[CH:11][CH:10]=2)[CH:5]=[CH:6][CH:7]=1.[C:39]([OH:45])([C:41]([F:44])([F:43])[F:42])=[O:40].C([SiH](CC)CC)C, predict the reaction product. (2) Given the reactants [C:1]([O:4][C@@H:5]1[C@@H:11]([O:12][C:13](=[O:15])[CH3:14])[C@H:10]([O:16][C:17](=[O:19])[CH3:18])[C@@H:9]([CH2:20][O:21][C:22](=[O:24])[CH3:23])[S:8][CH:6]1[OH:7])(=[O:3])[CH3:2].[C:25]([C:28]1[C:34](O)=[CH:33][C:32]([CH3:36])=[CH:31][C:29]=1[OH:30])(=[O:27])[CH3:26].C1(P(C2C=CC=CC=2)C2C=CC=CC=2)C=CC=CC=1.N(C(OC(C)C)=O)=NC(OC(C)C)=O, predict the reaction product. The product is: [C:1]([O:4][C@@H:5]1[C@@H:11]([O:12][C:13](=[O:15])[CH3:14])[C@H:10]([O:16][C:17](=[O:19])[CH3:18])[C@@H:9]([CH2:20][O:21][C:22](=[O:24])[CH3:23])[S:8][C@H:6]1[O:7][C:34]1[CH:33]=[C:32]([CH3:36])[CH:31]=[C:29]([OH:30])[C:28]=1[C:25](=[O:27])[CH3:26])(=[O:3])[CH3:2]. (3) Given the reactants [CH3:1][C:2]1[O:6][N:5]=[C:4]([C:7]2[CH:12]=[CH:11][CH:10]=[CH:9][CH:8]=2)[C:3]=1C(O)=O.C1C=CC(OP(OC2C=CC=CC=2)(N=[N+]=[N-])=O)=CC=1.[N:35]1[CH:40]=[CH:39][CH:38]=[C:37]([C:41]2[CH2:45][CH:44]([C:46]3[CH:51]=[CH:50][CH:49]=[CH:48][C:47]=3[OH:52])[NH:43][N:42]=2)[CH:36]=1.C[N:54]([CH:56]=[O:57])C, predict the reaction product. The product is: [OH:52][C:47]1[CH:48]=[CH:49][CH:50]=[CH:51][C:46]=1[CH:44]1[N:43]([C:56]([NH:54][C:3]2[C:4]([C:7]3[CH:8]=[CH:9][CH:10]=[CH:11][CH:12]=3)=[N:5][O:6][C:2]=2[CH3:1])=[O:57])[N:42]=[C:41]([C:37]2[CH:36]=[N:35][CH:40]=[CH:39][CH:38]=2)[CH2:45]1. (4) Given the reactants Cl.[NH:2]1[CH2:7][CH2:6][C:5](=[O:8])[CH2:4][CH2:3]1.[CH3:9][C:10]1[CH:15]=[CH:14][C:13]([S:16](Cl)(=[O:18])=[O:17])=[CH:12][CH:11]=1.C(=O)([O-])[O-].[K+].[K+], predict the reaction product. The product is: [S:16]([N:2]1[CH2:7][CH2:6][C:5](=[O:8])[CH2:4][CH2:3]1)([C:13]1[CH:14]=[CH:15][C:10]([CH3:9])=[CH:11][CH:12]=1)(=[O:18])=[O:17].